Dataset: Peptide-MHC class II binding affinity with 134,281 pairs from IEDB. Task: Regression. Given a peptide amino acid sequence and an MHC pseudo amino acid sequence, predict their binding affinity value. This is MHC class II binding data. (1) The peptide sequence is WLDAKSTWYGKPTAA. The MHC is HLA-DPA10103-DPB10201 with pseudo-sequence HLA-DPA10103-DPB10201. The binding affinity (normalized) is 0.0172. (2) The peptide sequence is HSLLRTQRLHKFLVC. The MHC is DRB3_0101 with pseudo-sequence DRB3_0101. The binding affinity (normalized) is 0.420.